Task: Predict the reaction yield, written as a fraction of the theoretical maximum amount of product (1.0 means a 100% yield; for example, 0.34 means a 34% yield).. Dataset: Reaction yield outcomes from USPTO patents with 853,638 reactions (1) The reactants are [NH2:1][CH:2]([CH2:18][C:19]1[CH:24]=[CH:23][C:22]([C:25]([F:28])([F:27])[F:26])=[CH:21][CH:20]=1)[CH:3]([C:5]1[CH:10]=[CH:9][C:8]([O:11][C:12]2[CH:17]=[CH:16][CH:15]=[CH:14][CH:13]=2)=[CH:7][CH:6]=1)[OH:4].[F:29][C:30]1[C:39]2[C:34](=[CH:35][CH:36]=[CH:37][CH:38]=2)[C:33]([C:40](O)=[O:41])=[CH:32][CH:31]=1.Cl.C(N=C=NCCCN(C)C)C.ON1C2C=CC=CC=2N=N1. The catalyst is C(#N)C.O. The product is [OH:4][CH:3]([C:5]1[CH:6]=[CH:7][C:8]([O:11][C:12]2[CH:17]=[CH:16][CH:15]=[CH:14][CH:13]=2)=[CH:9][CH:10]=1)[CH:2]([NH:1][C:40]([C:33]1[C:34]2[C:39](=[CH:38][CH:37]=[CH:36][CH:35]=2)[C:30]([F:29])=[CH:31][CH:32]=1)=[O:41])[CH2:18][C:19]1[CH:20]=[CH:21][C:22]([C:25]([F:26])([F:27])[F:28])=[CH:23][CH:24]=1. The yield is 0.900. (2) The reactants are [F:1][C:2]1[CH:3]=[CH:4][C:5]([O:33][CH3:34])=[C:6]([C:8]2[N:12](CCOC[Si](C)(C)C)[N:11]=[CH:10][C:9]=2[NH:21][C:22]([C:24]2[CH:25]=[N:26][N:27]3[CH:32]=[CH:31][CH:30]=[N:29][C:28]=23)=[O:23])[CH:7]=1.Cl. The catalyst is C(O)C.O. The product is [F:1][C:2]1[CH:3]=[CH:4][C:5]([O:33][CH3:34])=[C:6]([C:8]2[NH:12][N:11]=[CH:10][C:9]=2[NH:21][C:22]([C:24]2[CH:25]=[N:26][N:27]3[CH:32]=[CH:31][CH:30]=[N:29][C:28]=23)=[O:23])[CH:7]=1. The yield is 0.920. (3) The reactants are [C:1]([NH:4][CH2:5][CH:6]1[O:10][C:9](=[O:11])[N:8]([C:12]2[CH:17]=[CH:16][C:15]([C:18]3[CH:23]=[CH:22][C:21]([CH2:24]OS(C)(=O)=O)=[CH:20][CH:19]=3)=[C:14]([F:30])[CH:13]=2)[CH2:7]1)(=[O:3])[CH3:2].[N-:31]=[N+:32]=[N-:33].[Na+].O. The catalyst is CN(C)C=O. The product is [N:31]([CH2:24][C:21]1[CH:20]=[CH:19][C:18]([C:15]2[CH:16]=[CH:17][C:12]([N:8]3[CH2:7][CH:6]([CH2:5][NH:4][C:1](=[O:3])[CH3:2])[O:10][C:9]3=[O:11])=[CH:13][C:14]=2[F:30])=[CH:23][CH:22]=1)=[N+:32]=[N-:33]. The yield is 0.880. (4) The reactants are [Br:1][C:2]1[N:7]=[C:6]([NH:8][C@H:9]([C:11]2[CH:16]=[CH:15][CH:14]=[C:13]([N+:17]([O-])=O)[CH:12]=2)[CH3:10])[CH:5]=[CH:4][CH:3]=1.[Cl-].[NH4+].[In]. The catalyst is C(O)C.O. The product is [NH2:17][C:13]1[CH:12]=[C:11]([C@@H:9]([NH:8][C:6]2[CH:5]=[CH:4][CH:3]=[C:2]([Br:1])[N:7]=2)[CH3:10])[CH:16]=[CH:15][CH:14]=1. The yield is 0.770.